Predict the reactants needed to synthesize the given product. From a dataset of Retrosynthesis with 50K atom-mapped reactions and 10 reaction types from USPTO. (1) The reactants are: CSc1nc(N)nc(C(C)O)n1.Oc1ccccc1Cl. Given the product CSc1nc(N)nc(C(C)Oc2ccccc2Cl)n1, predict the reactants needed to synthesize it. (2) Given the product COC(=O)c1ccccc1COc1cccc(CCOc2ccc(OCc3ccccc3)cc2)c1, predict the reactants needed to synthesize it. The reactants are: COC(=O)c1ccccc1COc1cccc(CCO)c1.Oc1ccc(OCc2ccccc2)cc1. (3) Given the product COC(=O)[C@@H](C)OS(=O)(=O)c1ccc(C)cc1, predict the reactants needed to synthesize it. The reactants are: COC(=O)[C@@H](C)O.Cc1ccc(S(=O)(=O)Cl)cc1. (4) Given the product O=C(Nc1ccncc1)[C@@H]1CC[C@@H]2CN1C(=O)N2OCc1ccccc1, predict the reactants needed to synthesize it. The reactants are: Nc1ccncc1.O=C(O)[C@@H]1CC[C@@H]2CN1C(=O)N2OCc1ccccc1. (5) Given the product O=C(Nc1c[nH]nc1-c1nc2ccccc2s1)C1CCCC1, predict the reactants needed to synthesize it. The reactants are: Nc1c[nH]nc1-c1nc2ccccc2s1.O=C(Cl)C1CCCC1. (6) Given the product Cc1cc(-c2cccc(O)c2)cc2c1nc(C)n2Cc1ccc(Cl)cc1Cl, predict the reactants needed to synthesize it. The reactants are: COc1cccc(-c2cc(C)c3nc(C)n(Cc4ccc(Cl)cc4Cl)c3c2)c1. (7) Given the product Nc1cc(F)cc(Br)c1, predict the reactants needed to synthesize it. The reactants are: O=[N+]([O-])c1cc(F)cc(Br)c1. (8) Given the product O=C1CCc2ccccc2N1, predict the reactants needed to synthesize it. The reactants are: CC(C)(C)OC(=O)N1C(=O)CCc2ccccc21.